Dataset: Peptide-MHC class I binding affinity with 185,985 pairs from IEDB/IMGT. Task: Regression. Given a peptide amino acid sequence and an MHC pseudo amino acid sequence, predict their binding affinity value. This is MHC class I binding data. The binding affinity (normalized) is 0.0847. The MHC is HLA-B57:01 with pseudo-sequence HLA-B57:01. The peptide sequence is LPVEYLQVP.